This data is from NCI-60 drug combinations with 297,098 pairs across 59 cell lines. The task is: Regression. Given two drug SMILES strings and cell line genomic features, predict the synergy score measuring deviation from expected non-interaction effect. (1) Drug 1: CCC(=C(C1=CC=CC=C1)C2=CC=C(C=C2)OCCN(C)C)C3=CC=CC=C3.C(C(=O)O)C(CC(=O)O)(C(=O)O)O. Drug 2: N.N.Cl[Pt+2]Cl. Cell line: NCI-H226. Synergy scores: CSS=19.4, Synergy_ZIP=-5.52, Synergy_Bliss=-4.13, Synergy_Loewe=1.30, Synergy_HSA=1.22. (2) Drug 1: C1CC2CC3=C(CC1C24CN(S(=O)(=O)N4)CC(F)(F)F)C=CC(=C3)C=CCN5CCC(CC5)C(F)(F)F. Drug 2: CCN(CC)CCNC(=O)C1=C(NC(=C1C)C=C2C3=C(C=CC(=C3)F)NC2=O)C. Cell line: HT29. Synergy scores: CSS=79.9, Synergy_ZIP=8.54, Synergy_Bliss=9.00, Synergy_Loewe=7.81, Synergy_HSA=17.0.